Dataset: Forward reaction prediction with 1.9M reactions from USPTO patents (1976-2016). Task: Predict the product of the given reaction. (1) The product is: [CH3:9][Si:10]([C:13]#[C:14][C:5]1[CH:6]=[CH:7][C:2]([NH2:1])=[N:3][CH:4]=1)([CH3:12])[CH3:11]. Given the reactants [NH2:1][C:2]1[CH:7]=[CH:6][C:5](Br)=[CH:4][N:3]=1.[CH3:9][Si:10]([C:13]#[CH:14])([CH3:12])[CH3:11].CCN(CC)CC, predict the reaction product. (2) Given the reactants [O:1]1[C:5]2([CH2:10][CH2:9][NH:8][CH2:7][CH2:6]2)[O:4][CH2:3][CH2:2]1.C(=O)([O-])[O-].[Na+].[Na+].[C:17]([C:19]1[CH:24]=[CH:23][C:22]([S:25](Cl)(=[O:27])=[O:26])=[CH:21][CH:20]=1)#[N:18], predict the reaction product. The product is: [CH2:23]([C:20]1[CH:21]=[C:22]([S:25]([N:8]2[CH2:9][CH2:10][C:5]3([O:4][CH2:3][CH2:2][O:1]3)[CH2:6][CH2:7]2)(=[O:27])=[O:26])[CH:23]=[CH:24][C:19]=1[C:17]#[N:18])[CH2:24][CH2:19][CH2:20][CH2:21][CH3:22].